This data is from Full USPTO retrosynthesis dataset with 1.9M reactions from patents (1976-2016). The task is: Predict the reactants needed to synthesize the given product. (1) Given the product [CH2:4]([O:7][C@H:8]1[CH2:13][CH2:12][C@H:11]([NH2:14])[CH2:10][CH2:9]1)[CH2:5][CH3:6], predict the reactants needed to synthesize it. The reactants are: O.NN.[CH2:4]([O:7][C@H:8]1[CH2:13][CH2:12][C@H:11]([N:14]2C(=O)C3C(=CC=CC=3)C2=O)[CH2:10][CH2:9]1)[CH2:5][CH3:6]. (2) Given the product [F:10][C:9]([F:12])([F:11])[O:8][C:4]1[CH:3]=[C:2]([C:17]#[C:16][CH2:15][CH2:14][CH2:13][OH:18])[CH:7]=[CH:6][CH:5]=1, predict the reactants needed to synthesize it. The reactants are: I[C:2]1[CH:7]=[CH:6][CH:5]=[C:4]([O:8][C:9]([F:12])([F:11])[F:10])[CH:3]=1.[CH2:13]([OH:18])[CH2:14][CH2:15][C:16]#[CH:17]. (3) Given the product [CH2:28]([O:27][C:25]1[CH:24]=[C:11]([CH:10]=[C:9]([O:8][CH2:1][C:2]2[CH:3]=[CH:4][CH:5]=[CH:6][CH:7]=2)[CH:26]=1)[C:12]1[O:13][C:14]2[C:19]([C:20](=[O:22])[CH:21]=1)=[CH:18][CH:17]=[C:16]([O:23][CH2:43][CH:37]1[O:35][CH2:38]1)[CH:15]=2)[C:29]1[CH:34]=[CH:33][CH:32]=[CH:31][CH:30]=1, predict the reactants needed to synthesize it. The reactants are: [CH2:1]([O:8][C:9]1[CH:10]=[C:11]([CH:24]=[C:25]([O:27][CH2:28][C:29]2[CH:34]=[CH:33][CH:32]=[CH:31][CH:30]=2)[CH:26]=1)[C:12]1[O:13][C:14]2[C:19]([C:20](=[O:22])[CH:21]=1)=[CH:18][CH:17]=[C:16]([OH:23])[CH:15]=2)[C:2]1[CH:7]=[CH:6][CH:5]=[CH:4][CH:3]=1.[OH-:35].[Na+].[C:37]1([CH3:43])C=CC=C[CH:38]=1. (4) Given the product [F:24][C:19]1[CH:18]=[C:17]([CH:22]=[C:21]([F:23])[CH:20]=1)[CH2:16][N:13]1[CH:14]=[CH:15][C:11]([C:10]2[C:4]3[C:5](=[N:6][CH:7]=[C:2]([C:44]4[CH:43]=[CH:42][C:41]([C:55]5[CH2:60][CH2:59][N:58]([C:61]([O:63][C:64]([CH3:67])([CH3:66])[CH3:65])=[O:62])[CH2:57][CH:56]=5)=[C:40]([NH:39][S:36]([CH3:35])(=[O:37])=[O:38])[CH:45]=4)[CH:3]=3)[N:8]([S:25]([C:28]3[CH:29]=[CH:30][C:31]([CH3:32])=[CH:33][CH:34]=3)(=[O:26])=[O:27])[CH:9]=2)=[N:12]1, predict the reactants needed to synthesize it. The reactants are: Br[C:2]1[CH:3]=[C:4]2[C:10]([C:11]3[CH:15]=[CH:14][N:13]([CH2:16][C:17]4[CH:22]=[C:21]([F:23])[CH:20]=[C:19]([F:24])[CH:18]=4)[N:12]=3)=[CH:9][N:8]([S:25]([C:28]3[CH:34]=[CH:33][C:31]([CH3:32])=[CH:30][CH:29]=3)(=[O:27])=[O:26])[C:5]2=[N:6][CH:7]=1.[CH3:35][S:36]([NH:39][C:40]1[CH:45]=[C:44](B2OC(C)(C)C(C)(C)O2)[CH:43]=[CH:42][C:41]=1[C:55]1[CH2:60][CH2:59][N:58]([C:61]([O:63][C:64]([CH3:67])([CH3:66])[CH3:65])=[O:62])[CH2:57][CH:56]=1)(=[O:38])=[O:37].C(=O)([O-])[O-].[Na+].[Na+]. (5) Given the product [Cl:24][C:25]1[C:33]([F:34])=[CH:32][CH:31]=[CH:30][C:26]=1[C:27]([NH:1][CH2:2][C@H:3]1[N:8]([C:9]([C:11]2[N:12]=[C:13]([CH3:23])[S:14][C:15]=2[C:16]2[CH:17]=[C:18]([CH3:22])[CH:19]=[CH:20][CH:21]=2)=[O:10])[CH2:7][C@H:6]2[C@@H:4]1[CH2:5]2)=[O:28], predict the reactants needed to synthesize it. The reactants are: [NH2:1][CH2:2][C@H:3]1[N:8]([C:9]([C:11]2[N:12]=[C:13]([CH3:23])[S:14][C:15]=2[C:16]2[CH:17]=[C:18]([CH3:22])[CH:19]=[CH:20][CH:21]=2)=[O:10])[CH2:7][C@H:6]2[C@@H:4]1[CH2:5]2.[Cl:24][C:25]1[C:33]([F:34])=[CH:32][CH:31]=[CH:30][C:26]=1[C:27](O)=[O:28].